From a dataset of Peptide-MHC class I binding affinity with 185,985 pairs from IEDB/IMGT. Regression. Given a peptide amino acid sequence and an MHC pseudo amino acid sequence, predict their binding affinity value. This is MHC class I binding data. The binding affinity (normalized) is 1.00. The MHC is HLA-A02:06 with pseudo-sequence HLA-A02:06. The peptide sequence is MQDGRFDGI.